Dataset: Catalyst prediction with 721,799 reactions and 888 catalyst types from USPTO. Task: Predict which catalyst facilitates the given reaction. (1) Reactant: [Cl:1][C:2]1[CH:3]=[CH:4][C:5]2[C:11](=[O:12])[NH:10][C:9]3[CH:13]=[C:14]([CH2:17][CH2:18][OH:19])[CH:15]=[CH:16][C:8]=3[NH:7][C:6]=2[CH:20]=1.[NH:21]1[CH:26]=[CH:25][CH:24]=[CH:23][C:22]1=O.C1C=CC(P(C2C=CC=CC=2)C2C=CC=CC=2)=CC=1.N(C(OC(C)(C)C)=O)=NC(OC(C)(C)C)=O. Product: [Cl:1][C:2]1[CH:3]=[CH:4][C:5]2[C:11](=[O:12])[NH:10][C:9]3[CH:13]=[C:14]([CH2:17][CH2:18][O:19][C:22]4[CH:23]=[CH:24][CH:25]=[CH:26][N:21]=4)[CH:15]=[CH:16][C:8]=3[NH:7][C:6]=2[CH:20]=1. The catalyst class is: 1. (2) Reactant: C1(O[C:8](=[O:17])[NH:9][C:10]2[CH:11]=[N:12][CH:13]=[CH:14][C:15]=2[CH3:16])C=CC=CC=1.[S:18]1[C:22]2[CH:23]=[C:24]([NH:27][CH2:28][C:29](=[O:32])[CH2:30][CH3:31])[CH:25]=[CH:26][C:21]=2[N:20]=[CH:19]1.CO. Product: [S:18]1[C:22]2[CH:23]=[C:24]([N:27]([CH2:28][C:29](=[O:32])[CH2:30][CH3:31])[C:8]([NH:9][C:10]3[CH:11]=[N:12][CH:13]=[CH:14][C:15]=3[CH3:16])=[O:17])[CH:25]=[CH:26][C:21]=2[N:20]=[CH:19]1. The catalyst class is: 648. (3) Reactant: [F:1][C:2]([F:12])([F:11])[CH2:3][C:4]1[CH:9]=[CH:8][C:7]([OH:10])=[CH:6][CH:5]=1.FC(F)(F)S(O)(=O)=O.[C:21](Cl)(=[O:23])[CH3:22].[Cl-].[Al+3].[Cl-].[Cl-]. Product: [OH:10][C:7]1[CH:8]=[CH:9][C:4]([CH2:3][C:2]([F:11])([F:12])[F:1])=[CH:5][C:6]=1[C:21](=[O:23])[CH3:22]. The catalyst class is: 2. (4) Reactant: [C:1]([C:3]1[CH:8]=[CH:7][C:6]([N:9]2[CH:17]=[C:16]3[C:11]([C:12]([C:19]([NH2:21])=[O:20])=[CH:13][C:14]([F:18])=[CH:15]3)=[N:10]2)=[CH:5][CH:4]=1)#[N:2].[N-:22]=[N+:23]=[N-:24].[Na+].[Cl-].[NH4+]. Product: [F:18][C:14]1[CH:13]=[C:12]([C:19]([NH2:21])=[O:20])[C:11]2[C:16](=[CH:17][N:9]([C:6]3[CH:5]=[CH:4][C:3]([C:1]4[NH:24][N:23]=[N:22][N:2]=4)=[CH:8][CH:7]=3)[N:10]=2)[CH:15]=1. The catalyst class is: 3. (5) Reactant: [Cl:1][C:2]1[CH:7]=[CH:6][C:5]([C:8]([CH3:12])([CH3:11])[CH:9]=O)=[CH:4][CH:3]=1.[CH3:13][C:14]1[CH:19]=[CH:18][C:17]([S@@:20]([NH2:22])=[O:21])=[CH:16][CH:15]=1. Product: [Cl:1][C:2]1[CH:7]=[CH:6][C:5]([C:8]([CH3:12])([CH3:11])[CH:9]=[N:22][S@@:20]([C:17]2[CH:18]=[CH:19][C:14]([CH3:13])=[CH:15][CH:16]=2)=[O:21])=[CH:4][CH:3]=1. The catalyst class is: 2. (6) Reactant: [NH2:1][C:2]1[CH:3]=[C:4]([CH:21]=[CH:22][C:23]=1[F:24])[O:5][C:6]1[CH:7]=[CH:8][C:9]2[N:10]([CH:12]=[C:13]([NH:15][C:16]([CH:18]3[CH2:20][CH2:19]3)=[O:17])[N:14]=2)[N:11]=1.[CH3:25][C:26]1[C:27]([C:32](O)=[O:33])=[N:28][CH:29]=[CH:30][CH:31]=1.Cl.CN(C)CCCN=C=NCC.ON1C2C=CC=CC=2N=N1.C(N(CC)CC)C. Product: [CH:18]1([C:16]([NH:15][C:13]2[N:14]=[C:9]3[CH:8]=[CH:7][C:6]([O:5][C:4]4[CH:21]=[CH:22][C:23]([F:24])=[C:2]([NH:1][C:32]([C:27]5[C:26]([CH3:25])=[CH:31][CH:30]=[CH:29][N:28]=5)=[O:33])[CH:3]=4)=[N:11][N:10]3[CH:12]=2)=[O:17])[CH2:20][CH2:19]1. The catalyst class is: 9. (7) Reactant: [C:1](Cl)(=[O:4])[CH2:2][CH3:3].N1C=CC=CC=1.[Cl:12][C:13]1[N:18]=[C:17]([N:19]2[C:23]([CH3:24])=[CH:22][C:21]([CH3:25])=[N:20]2)[N:16]=[C:15]([NH2:26])[CH:14]=1.C(=O)(O)[O-].[Na+]. Product: [Cl:12][C:13]1[N:18]=[C:17]([N:19]2[C:23]([CH3:24])=[CH:22][C:21]([CH3:25])=[N:20]2)[N:16]=[C:15]([NH:26][C:1](=[O:4])[CH2:2][CH3:3])[CH:14]=1. The catalyst class is: 3. (8) Reactant: FC(F)(F)S(O[C:7]1[C:31]([O:32][CH3:33])=[CH:30][C:10]2[C@@H:11]([C:24]3[CH:29]=[CH:28][CH:27]=[CH:26][CH:25]=3)[NH:12][C@@:13]([CH2:20][CH2:21][CH2:22][CH3:23])([CH2:18][CH3:19])[CH2:14][S:15](=[O:17])(=[O:16])[C:9]=2[CH:8]=1)(=O)=O.C(N(CC)CC)C.[C:43]([O:47][CH2:48][CH3:49])(=[O:46])[CH:44]=[CH2:45]. Product: [CH2:20]([C@@:13]1([CH2:18][CH3:19])[NH:12][C@H:11]([C:24]2[CH:29]=[CH:28][CH:27]=[CH:26][CH:25]=2)[C:10]2[CH:30]=[C:31]([O:32][CH3:33])[C:7](/[CH:45]=[CH:44]/[C:43]([O:47][CH2:48][CH3:49])=[O:46])=[CH:8][C:9]=2[S:15](=[O:16])(=[O:17])[CH2:14]1)[CH2:21][CH2:22][CH3:23]. The catalyst class is: 233. (9) Reactant: [CH:1]1([O:6][C:7]2[CH:8]=[C:9]([CH:15]([N:21]3[CH2:29][C:28]4[C:23](=[CH:24][CH:25]=[CH:26][CH:27]=4)[C:22]3=[O:30])[CH2:16][C:17]([NH:19][OH:20])=[O:18])[CH:10]=[CH:11][C:12]=2[O:13][CH3:14])[CH2:5][CH2:4][CH2:3][CH2:2]1.[C:31](OC(=O)C)(=[O:33])[CH3:32]. Product: [C:31]([O:20][NH:19][C:17](=[O:18])[CH2:16][CH:15]([C:9]1[CH:10]=[CH:11][C:12]([O:13][CH3:14])=[C:7]([O:6][CH:1]2[CH2:2][CH2:3][CH2:4][CH2:5]2)[CH:8]=1)[N:21]1[CH2:29][C:28]2[C:23](=[CH:24][CH:25]=[CH:26][CH:27]=2)[C:22]1=[O:30])(=[O:33])[CH3:32]. The catalyst class is: 10. (10) Reactant: [F:1][C:2]1[CH:7]=[CH:6][C:5]([C:8]([C:10]2[CH:19]=[C:18]([NH:20][C:21]3[CH:25]=[C:24]([CH3:26])[NH:23][N:22]=3)[C:17]3[C:12](=[CH:13][CH:14]=[CH:15][CH:16]=3)[N:11]=2)=[O:9])=[CH:4][CH:3]=1.[CH2:27](O)[CH2:28][OH:29].O.C1(C)C=CC(S(O)(=O)=O)=CC=1. Product: [F:1][C:2]1[CH:7]=[CH:6][C:5]([C:8]2([C:10]3[CH:19]=[C:18]([NH:20][C:21]4[CH:25]=[C:24]([CH3:26])[NH:23][N:22]=4)[C:17]4[C:12](=[CH:13][CH:14]=[CH:15][CH:16]=4)[N:11]=3)[O:29][CH2:28][CH2:27][O:9]2)=[CH:4][CH:3]=1. The catalyst class is: 11.